From a dataset of Full USPTO retrosynthesis dataset with 1.9M reactions from patents (1976-2016). Predict the reactants needed to synthesize the given product. (1) Given the product [CH3:16][O:19][C:7](=[O:8])[CH:1]=[CH2:6].[CH2:5]1[CH2:4][CH2:3][CH:2]=[CH:1][CH2:6]1, predict the reactants needed to synthesize it. The reactants are: [CH:1]1([CH2:7][OH:8])[CH2:6][CH2:5][CH:4]=[CH:3][CH2:2]1.C(N(CC)CC)C.[C:16](Cl)(=[O:19])C=C. (2) Given the product [CH2:23]([O:22][C:20](=[O:21])[CH2:19][N:10]1[N:9]=[N:8][C:7]([C:5]2[S:6][C:2]([Br:1])=[N:3][N:4]=2)=[N:11]1)[CH3:24], predict the reactants needed to synthesize it. The reactants are: [Br:1][C:2]1[S:6][C:5]([C:7]2[NH:11][N:10]=[N:9][N:8]=2)=[N:4][N:3]=1.C([O-])([O-])=O.[Cs+].[Cs+].Br[CH2:19][C:20]([O:22][CH2:23][CH3:24])=[O:21]. (3) Given the product [O:23]=[C:19]1[NH:20][C:21]2[N:22]=[C:13]([CH2:12][N:11]([CH:8]3[CH2:9][CH2:10][N:5]([C:3](=[O:4])[C:2]([F:1])([F:24])[F:25])[CH2:6][CH2:7]3)[C:26](=[O:27])[O:28][C:29]([CH3:32])([CH3:31])[CH3:30])[CH:14]=[CH:15][C:16]=2[CH:17]=[CH:18]1, predict the reactants needed to synthesize it. The reactants are: [F:1][C:2]([F:25])([F:24])[C:3]([N:5]1[CH2:10][CH2:9][CH:8]([NH:11][CH2:12][C:13]2[N:22]=[C:21]3[C:16]([CH:17]=[CH:18][C:19](=[O:23])[NH:20]3)=[CH:15][CH:14]=2)[CH2:7][CH2:6]1)=[O:4].[C:26](O[C:26]([O:28][C:29]([CH3:32])([CH3:31])[CH3:30])=[O:27])([O:28][C:29]([CH3:32])([CH3:31])[CH3:30])=[O:27].O. (4) Given the product [CH:1]([C:3]1[C:4]([OH:12])=[C:5]([CH:9]=[CH:10][CH:11]=1)[C:6]([O:8][CH3:13])=[O:7])=[O:2], predict the reactants needed to synthesize it. The reactants are: [CH:1]([C:3]1[C:4]([OH:12])=[C:5]([CH:9]=[CH:10][CH:11]=1)[C:6]([OH:8])=[O:7])=[O:2].[C:13](Cl)(=O)C(Cl)=O.CO. (5) Given the product [CH3:33][NH:34][C:2]1[CH:3]=[C:4]([N:8]2[C:16]3[C:11](=[CH:12][CH:13]=[C:14]([C:17]4[CH:22]=[CH:21][CH:20]=[C:19]([N+:23]([O-:25])=[O:24])[CH:18]=4)[CH:15]=3)[CH:10]=[CH:9]2)[N:5]=[CH:6][N:7]=1, predict the reactants needed to synthesize it. The reactants are: Cl[C:2]1[N:7]=[CH:6][N:5]=[C:4]([N:8]2[C:16]3[C:11](=[CH:12][CH:13]=[C:14]([C:17]4[CH:22]=[CH:21][CH:20]=[C:19]([N+:23]([O-:25])=[O:24])[CH:18]=4)[CH:15]=3)[CH:10]=[CH:9]2)[CH:3]=1.C(=O)([O-])[O-].[K+].[K+].Cl.[CH3:33][NH2:34].O.